From a dataset of Peptide-MHC class II binding affinity with 134,281 pairs from IEDB. Regression. Given a peptide amino acid sequence and an MHC pseudo amino acid sequence, predict their binding affinity value. This is MHC class II binding data. (1) The peptide sequence is LRHFQKDAKVLFQNW. The MHC is DRB1_0301 with pseudo-sequence DRB1_0301. The binding affinity (normalized) is 0.637. (2) The peptide sequence is ISTNIRQAGVQYSRA. The MHC is DRB5_0102 with pseudo-sequence QEFFIASGAAVDAIMQDYFHGYDFDRATYHVGFT. The binding affinity (normalized) is 0.574. (3) The peptide sequence is SLMYFHKRDMRLLSL. The MHC is HLA-DQA10103-DQB10603 with pseudo-sequence HLA-DQA10103-DQB10603. The binding affinity (normalized) is 0.259. (4) The peptide sequence is KLTITGKGTLDGQGK. The MHC is DRB1_1001 with pseudo-sequence DRB1_1001. The binding affinity (normalized) is 0.0807. (5) The peptide sequence is WNFAGIEAAASAIQG. The MHC is DRB3_0202 with pseudo-sequence DRB3_0202. The binding affinity (normalized) is 0.175.